This data is from Reaction yield outcomes from USPTO patents with 853,638 reactions. The task is: Predict the reaction yield, written as a fraction of the theoretical maximum amount of product (1.0 means a 100% yield; for example, 0.34 means a 34% yield). (1) The reactants are CC1C=CC(S(O[CH2:12][C@:13]23[CH2:19][C@H:18]2[C@:17]([C:22]2[CH:27]=[C:26]([Br:28])[CH:25]=[CH:24][C:23]=2[F:29])([CH2:20][F:21])[N:16]=[C:15]([N:30]([C:39]([O:41][C:42]([CH3:45])([CH3:44])[CH3:43])=[O:40])[CH2:31][O:32][CH2:33][CH2:34][Si:35]([CH3:38])([CH3:37])[CH3:36])[S:14]3)(=O)=O)=CC=1.[N-:46]=[N+:47]=[N-:48].[Na+]. The catalyst is CS(C)=O. The product is [C:42]([O:41][C:39](=[O:40])[N:30]([C:15]1[S:14][C@:13]2([CH2:12][N:46]=[N+:47]=[N-:48])[C@H:18]([C@:17]([C:22]3[CH:27]=[C:26]([Br:28])[CH:25]=[CH:24][C:23]=3[F:29])([CH2:20][F:21])[N:16]=1)[CH2:19]2)[CH2:31][O:32][CH2:33][CH2:34][Si:35]([CH3:36])([CH3:38])[CH3:37])([CH3:45])([CH3:43])[CH3:44]. The yield is 1.00. (2) The reactants are C(=O)=O.CC(C)=O.[Cl:8][C:9]1[CH:29]=[CH:28][C:12]2[N:13]([CH3:27])[C:14](=[O:26])[CH2:15][N:16]=[C:17]([C:18]3[CH:23]=[CH:22][C:21]([O:24][CH3:25])=[CH:20][CH:19]=3)[C:11]=2[CH:10]=1.CC([O-])(C)C.[K+].[CH3:36][C:37]1[CH:44]=[CH:43][CH:42]=[CH:41][C:38]=1[CH2:39]Br. The catalyst is C1COCC1. The product is [Cl:8][C:9]1[CH:29]=[CH:28][C:12]2[N:13]([CH3:27])[C:14](=[O:26])[CH:15]([CH2:36][C:37]3[CH:44]=[CH:43][CH:42]=[CH:41][C:38]=3[CH3:39])[N:16]=[C:17]([C:18]3[CH:19]=[CH:20][C:21]([O:24][CH3:25])=[CH:22][CH:23]=3)[C:11]=2[CH:10]=1. The yield is 0.840. (3) The reactants are [C:1](#[N:4])[CH:2]=[CH2:3].[CH3:5][C:6]([C:8]([CH3:10])=[CH2:9])=[CH2:7]. The catalyst is C1(C)C=CC=CC=1. The product is [CH3:7][C:6]1[CH2:5][CH:2]([C:1]#[N:4])[CH2:3][CH2:9][C:8]=1[CH3:10]. The yield is 0.870. (4) The reactants are C(OC([N:8]1[CH2:12][CH2:11][CH2:10][CH:9]1[C:13](=[O:32])[NH:14][C:15]1[CH:20]=[CH:19][C:18]([C:21]2[CH:26]=[CH:25][CH:24]=[CH:23][C:22]=2[S:27]([CH3:30])(=[O:29])=[O:28])=[CH:17][C:16]=1[Cl:31])=O)(C)(C)C.FC(F)(F)C(O)=O. The catalyst is C(Cl)Cl.C(Cl)(Cl)Cl. The product is [Cl:31][C:16]1[CH:17]=[C:18]([C:21]2[CH:26]=[CH:25][CH:24]=[CH:23][C:22]=2[S:27]([CH3:30])(=[O:28])=[O:29])[CH:19]=[CH:20][C:15]=1[NH:14][C:13]([CH:9]1[CH2:10][CH2:11][CH2:12][NH:8]1)=[O:32]. The yield is 1.00. (5) The reactants are [F:1][C:2]1[CH:7]=[CH:6][C:5](I)=[CH:4][CH:3]=1.[O:9]1[CH:13]=[CH:12][N:11]=[CH:10]1. The catalyst is CN(C=O)C.[Cu](I)I.C([O-])(=O)C.[Pd+2].C([O-])(=O)C. The product is [F:1][C:2]1[CH:7]=[CH:6][C:5]([C:10]2[O:9][CH:13]=[CH:12][N:11]=2)=[CH:4][CH:3]=1. The yield is 0.260. (6) The reactants are [NH2:1][CH2:2][C:3]1[CH:8]=[CH:7][N:6]=[CH:5][CH:4]=1.[Br:9][C:10]1[S:14][C:13]([S:15](Cl)(=[O:17])=[O:16])=[CH:12][CH:11]=1.C(N(CC)CC)C. The catalyst is C1COCC1. The product is [N:6]1[CH:7]=[CH:8][C:3]([CH2:2][NH:1][S:15]([C:13]2[S:14][C:10]([Br:9])=[CH:11][CH:12]=2)(=[O:17])=[O:16])=[CH:4][CH:5]=1. The yield is 0.950. (7) The reactants are [F:1][C:2]([F:19])([F:18])[O:3][C:4]1[CH:17]=[CH:16][C:7]([O:8][C:9]2[S:10][CH:11]=[C:12]([CH:14]=O)[N:13]=2)=[CH:6][CH:5]=1.C1(S([CH2:29][C:30]#[N:31])(=O)=O)C=CC=CC=1.C(O[K])(C)=O.[N-:37]=[N+:38]=[N-:39].[Na+].Cl.C1C(=O)N([Cl:49])C(=O)C1. The catalyst is C1(C)C=CC=CC=1.O.CN(C=O)C. The product is [Cl:49][C:11]1[S:10][C:9]([O:8][C:7]2[CH:16]=[CH:17][C:4]([O:3][C:2]([F:19])([F:18])[F:1])=[CH:5][CH:6]=2)=[N:13][C:12]=1[C:14]1[N:39]=[N:38][NH:37][C:29]=1[C:30]#[N:31]. The yield is 0.420. (8) The reactants are C(O)CO.[C:5]([CH:7]([C:12]1([C:22]2[CH:27]=[CH:26][CH:25]=[CH:24][N:23]=2)[CH2:21][C:16]2([CH2:20][CH2:19][CH2:18][CH2:17]2)[O:15][CH2:14][CH2:13]1)C(OC)=O)#[N:6].[OH-].[K+]. The catalyst is O. The product is [N:23]1[CH:24]=[CH:25][CH:26]=[CH:27][C:22]=1[C:12]1([CH2:7][C:5]#[N:6])[CH2:21][C:16]2([CH2:20][CH2:19][CH2:18][CH2:17]2)[O:15][CH2:14][CH2:13]1. The yield is 0.820. (9) The reactants are [C:1]12([CH2:11][CH2:12][O:13][CH2:14][CH2:15][O:16][CH2:17][CH2:18][OH:19])[CH2:10][CH:5]3[CH2:6][CH:7]([CH2:9][CH:3]([CH2:4]3)[CH2:2]1)[CH2:8]2.[CH3:20][S:21](Cl)(=[O:23])=[O:22].CCN(CC)CC.CCOC(C)=O. The catalyst is Cl. The product is [CH3:20][S:21]([O:19][CH2:18][CH2:17][O:16][CH2:15][CH2:14][O:13][CH2:12][CH2:11][C:1]12[CH2:10][CH:5]3[CH2:4][CH:3]([CH2:9][CH:7]([CH2:6]3)[CH2:8]1)[CH2:2]2)(=[O:23])=[O:22]. The yield is 0.750.